Dataset: Reaction yield outcomes from USPTO patents with 853,638 reactions. Task: Predict the reaction yield, written as a fraction of the theoretical maximum amount of product (1.0 means a 100% yield; for example, 0.34 means a 34% yield). The reactants are [NH2:1][C:2]1[CH:10]=[CH:9][CH:8]=[C:7]2[C:3]=1[C:4](=[O:21])[N:5]([C:12]1([CH3:20])[CH2:17][CH2:16][C:15](=[O:18])[NH:14][C:13]1=[O:19])[C:6]2=[O:11].[C:22](Cl)(=[O:25])[CH2:23][CH3:24].CO. The catalyst is C1COCC1. The product is [CH3:20][C:12]1([N:5]2[C:4](=[O:21])[C:3]3[C:7](=[CH:8][CH:9]=[CH:10][C:2]=3[NH:1][C:22](=[O:25])[CH2:23][CH3:24])[C:6]2=[O:11])[CH2:17][CH2:16][C:15](=[O:18])[NH:14][C:13]1=[O:19]. The yield is 0.630.